Dataset: Forward reaction prediction with 1.9M reactions from USPTO patents (1976-2016). Task: Predict the product of the given reaction. The product is: [C:1]([O:5][C:6]([N:8]1[CH2:12][CH2:11][C:10]([OH:13])([C:14]2[CH:19]=[CH:18][CH:17]=[CH:16][CH:15]=2)[CH2:9]1)=[O:7])([CH3:4])([CH3:2])[CH3:3]. Given the reactants [C:1]([O:5][C:6]([N:8]1[CH2:12][CH2:11][C:10](=[O:13])[CH2:9]1)=[O:7])([CH3:4])([CH3:3])[CH3:2].[C:14]1([Mg]Br)[CH:19]=[CH:18][CH:17]=[CH:16][CH:15]=1, predict the reaction product.